Dataset: Catalyst prediction with 721,799 reactions and 888 catalyst types from USPTO. Task: Predict which catalyst facilitates the given reaction. (1) Reactant: [Br:1][C:2]1[CH:3]=[C:4]([OH:8])[CH:5]=[CH:6][CH:7]=1.[O:9]1[CH:14]=[CH:13][CH2:12][CH2:11][CH2:10]1.[OH-].[Na+]. Product: [Br:1][C:2]1[CH:3]=[C:4]([CH:5]=[CH:6][CH:7]=1)[O:8][CH:10]1[CH2:11][CH2:12][CH2:13][CH2:14][O:9]1. The catalyst class is: 646. (2) Reactant: [C:1]([NH:5][C:6]([N:8]1[CH2:12][CH2:11][C@H:10]([NH:13][C:14]2[CH:19]=[CH:18][C:17]([N+:20]([O-])=O)=[CH:16][N:15]=2)[CH2:9]1)=[O:7])([CH3:4])([CH3:3])[CH3:2]. Product: [C:1]([NH:5][C:6]([N:8]1[CH2:12][CH2:11][C@H:10]([NH:13][C:14]2[CH:19]=[CH:18][C:17]([NH2:20])=[CH:16][N:15]=2)[CH2:9]1)=[O:7])([CH3:4])([CH3:2])[CH3:3]. The catalyst class is: 19. (3) Reactant: [CH:1]1([C:7]([CH2:12][O:13][CH3:14])([CH2:10]O)[CH2:8][OH:9])[CH2:6][CH2:5][CH2:4][CH2:3][CH2:2]1.[C:15]1(=[O:21])[CH2:20][CH2:19][CH2:18][CH2:17][CH2:16]1.C1(C)C=CC(S(O)(=O)=O)=CC=1.C(=O)([O-])O.[Na+]. Product: [CH:1]1([C:7]2([CH2:12][O:13][CH3:14])[CH2:8][O:9][C:15]3([CH2:20][CH2:19][CH2:18][CH2:17][CH2:16]3)[O:21][CH2:10]2)[CH2:6][CH2:5][CH2:4][CH2:3][CH2:2]1. The catalyst class is: 7. (4) Reactant: [Br:1][C:2]1[CH:3]=[C:4]([CH2:8][C@H:9]([OH:17])[CH2:10][C:11]2[CH:16]=[CH:15][CH:14]=[CH:13][CH:12]=2)[CH:5]=[CH:6][CH:7]=1.[H-].[Na+].[CH3:20]I. Product: [Br:1][C:2]1[CH:7]=[CH:6][CH:5]=[C:4]([CH2:8][C@H:9]([O:17][CH3:20])[CH2:10][C:11]2[CH:12]=[CH:13][CH:14]=[CH:15][CH:16]=2)[CH:3]=1. The catalyst class is: 1. (5) Reactant: C([Sn](CCCC)(CCCC)[C:6]1[CH:11]=[CH:10][CH:9]=[CH:8][N:7]=1)CCC.Br[C:21]1[CH:30]=[CH:29][C:24]([C:25]([O:27][CH3:28])=[O:26])=[C:23]([F:31])[CH:22]=1.O.C(OCC)(=O)C. Product: [F:31][C:23]1[CH:22]=[C:21]([C:6]2[CH:11]=[CH:10][CH:9]=[CH:8][N:7]=2)[CH:30]=[CH:29][C:24]=1[C:25]([O:27][CH3:28])=[O:26]. The catalyst class is: 11. (6) Reactant: [Br:1][C:2]1[C:14]([Cl:15])=[CH:13][C:12]([C:16](=[O:18])[NH2:17])=[C:11]2[C:3]=1[C:4]1[CH:5]=[CH:6][C:7](C(OCC)=O)=[CH:8][C:9]=1[NH:10]2.[CH3:24][Mg]Cl.[NH4+].[Cl-].[CH2:29]1[CH2:33][O:32]CC1. Product: [Br:1][C:2]1[C:3]2[C:4]3[C:9](=[CH:8][C:7]([C:33]([OH:32])([CH3:29])[CH3:24])=[CH:6][CH:5]=3)[NH:10][C:11]=2[C:12]([C:16]([NH2:17])=[O:18])=[CH:13][C:14]=1[Cl:15]. The catalyst class is: 21. (7) Reactant: [Cl:1][C:2]1[CH:3]=[N:4][CH:5]=[C:6]([Cl:9])[C:7]=1[NH2:8].CCN(C(C)C)C(C)C.[C:19](Cl)(Cl)=[S:20]. Product: [Cl:1][C:2]1[CH:3]=[N:4][CH:5]=[C:6]([Cl:9])[C:7]=1[N:8]=[C:19]=[S:20]. The catalyst class is: 2.